From a dataset of Experimentally validated miRNA-target interactions with 360,000+ pairs, plus equal number of negative samples. Binary Classification. Given a miRNA mature sequence and a target amino acid sequence, predict their likelihood of interaction. The miRNA is hsa-miR-3941 with sequence UUACACACAACUGAGGAUCAUA. The protein sequence of the target gene is MSAHMSGLEIMDEDQLIKDVLDKFLNCHEQTYDEEFLNTFTHLSQEDHVSKRGVFGTDSSENIFTSAKVTHKNEADDYHLRNKTIFLRTSSQCLEEQVDNFLDLEDLDMDEEIKPQMSEDLLLLPGEVEQDVSTSIPSCIPFVAQPPTCEVKPKPSVKRMDKQTEEILGDEVQLFSLDEEFDYDNVMLTSKFSPAEIENIKELCKQQKRKDTSPDLEKSCD. Result: 1 (interaction).